From a dataset of Reaction yield outcomes from USPTO patents with 853,638 reactions. Predict the reaction yield, written as a fraction of the theoretical maximum amount of product (1.0 means a 100% yield; for example, 0.34 means a 34% yield). (1) The product is [CH3:3][O:4][C:5]1[CH:6]=[CH:7][C:8]([CH2:9][N:10]2[CH:14]=[C:13]([C:15]([OH:17])=[O:16])[CH:12]=[N:11]2)=[CH:20][CH:21]=1. The reactants are [Li+].[OH-].[CH3:3][O:4][C:5]1[CH:21]=[CH:20][C:8]([CH2:9][N:10]2[CH:14]=[C:13]([C:15]([O:17]CC)=[O:16])[CH:12]=[N:11]2)=[CH:7][CH:6]=1. The catalyst is O.C1COCC1.CO. The yield is 0.970. (2) The reactants are [CH2:1]([C:9]1[C:10]2[CH:17]=[CH:16][NH:15][C:11]=2[N:12]=[CH:13][N:14]=1)[CH2:2][C:3]1[CH:8]=[CH:7][CH:6]=[CH:5][CH:4]=1.[I:18]N1C(=O)CCC1=O. The catalyst is C(C#N)(C)=O. The product is [I:18][C:17]1[C:10]2[C:9]([CH2:1][CH2:2][C:3]3[CH:4]=[CH:5][CH:6]=[CH:7][CH:8]=3)=[N:14][CH:13]=[N:12][C:11]=2[NH:15][CH:16]=1. The yield is 0.830. (3) The reactants are [C:1]([C:3]1[CH:4]=[C:5]([CH:10]=[CH:11][C:12]=1[O:13][CH:14]([CH3:16])[CH3:15])[C:6]([O:8][CH3:9])=[O:7])#[N:2].[OH-].[Na+].FC(F)(F)C(OC1[C:29]([F:30])=[C:28]([F:31])[C:27]([F:32])=[C:26]([F:33])[C:25]=1[F:34])=O.C(N(CC)CC)C. The catalyst is CO.O. The product is [C:1]([C:3]1[CH:4]=[C:5]([CH:10]=[CH:11][C:12]=1[O:13][CH:14]([CH3:16])[CH3:15])[C:6]([O:8][C:9]1[C:29]([F:30])=[C:28]([F:31])[C:27]([F:32])=[C:26]([F:33])[C:25]=1[F:34])=[O:7])#[N:2]. The yield is 0.835. (4) The yield is 0.820. The reactants are O[CH:2]1[CH:6]([CH3:7])[O:5][C:4](=[O:8])[N:3]1[CH2:9][C:10]1[CH:15]=[CH:14][CH:13]=[CH:12][C:11]=1[N+:16]([O-:18])=[O:17].S(Cl)(Cl)=O.C(=O)(O)[O-].[Na+]. The product is [CH3:7][C:6]1[O:5][C:4](=[O:8])[N:3]([CH2:9][C:10]2[CH:15]=[CH:14][CH:13]=[CH:12][C:11]=2[N+:16]([O-:18])=[O:17])[CH:2]=1. The catalyst is O1CCCC1. (5) The reactants are CC1C=CC(S([CH2:11][N+:12]#[C-:13])(=O)=O)=CC=1.[CH2:14]([O:16][C:17](=[O:27])[CH:18]=[CH:19][C:20]1[CH:25]=[CH:24][C:23]([CH3:26])=[CH:22][CH:21]=1)[CH3:15].CCOCC.CS(C)=O.[H-].[Na+]. The catalyst is CCOCC.O. The product is [CH2:14]([O:16][C:17]([C:18]1[C:19]([C:20]2[CH:21]=[CH:22][C:23]([CH3:26])=[CH:24][CH:25]=2)=[CH:13][NH:12][CH:11]=1)=[O:27])[CH3:15]. The yield is 0.740. (6) The reactants are OC1C(=O)NN=C(CCC2C=CC=CC=2)C=1.C([O:24][C:25]1[N:26]=[N:27][C:28](/[CH:39]=[CH:40]/[C:41]2[CH:46]=[C:45]([C:47]([F:50])([F:49])[F:48])[CH:44]=[C:43]([C:51]([F:54])([F:53])[F:52])[CH:42]=2)=[CH:29][C:30]=1[O:31]CC1C=CC=CC=1)C1C=CC=CC=1. No catalyst specified. The product is [F:54][C:51]([F:52])([F:53])[C:43]1[CH:42]=[C:41]([CH2:40][CH2:39][C:28]2[CH:29]=[C:30]([OH:31])[C:25](=[O:24])[NH:26][N:27]=2)[CH:46]=[C:45]([C:47]([F:48])([F:50])[F:49])[CH:44]=1. The yield is 0.490.